From a dataset of Catalyst prediction with 721,799 reactions and 888 catalyst types from USPTO. Predict which catalyst facilitates the given reaction. (1) Reactant: [I:1][C:2]1[C:10]2[C:5](=[CH:6][CH:7]=[C:8]([CH:11]([CH3:13])[CH3:12])[CH:9]=2)[NH:4][N:3]=1.[CH3:14]C([O-])(C)C.[K+].CI. Product: [I:1][C:2]1[C:10]2[C:5](=[CH:6][CH:7]=[C:8]([CH:11]([CH3:13])[CH3:12])[CH:9]=2)[N:4]([CH3:14])[N:3]=1. The catalyst class is: 1. (2) Reactant: [Cl:1][C:2]1[CH:11]=[C:10]2[C:5]([C:6]([NH:12][CH2:13][CH2:14][CH2:15][CH2:16][NH2:17])=[CH:7][CH:8]=[N:9]2)=[CH:4][CH:3]=1.C(Cl)CCl.[CH2:22]([N:24]([CH2:27][CH3:28])[CH2:25][CH3:26])[CH3:23].CN([CH:32]=[O:33])C. The catalyst class is: 22. Product: [Cl:1][C:2]1[CH:11]=[C:10]2[C:5]([C:6]([N:12]([C:32](=[O:33])[CH2:23][CH2:22][N:24]([CH2:27][CH3:28])[CH2:25][CH3:26])[CH2:13][CH2:14][CH2:15][CH2:16][NH2:17])=[CH:7][CH:8]=[N:9]2)=[CH:4][CH:3]=1.